This data is from Reaction yield outcomes from USPTO patents with 853,638 reactions. The task is: Predict the reaction yield, written as a fraction of the theoretical maximum amount of product (1.0 means a 100% yield; for example, 0.34 means a 34% yield). (1) The reactants are [CH2:1]([C:3]([C:14]1[CH:19]=[CH:18][C:17]([O:20]S(C(F)(F)F)(=O)=O)=[C:16]([CH3:28])[CH:15]=1)([C:6]1[CH:11]=[CH:10][C:9](O)=[C:8]([CH3:13])[CH:7]=1)[CH2:4][CH3:5])[CH3:2].[CH2:29]([O:31][C:32](=[O:36])/[CH:33]=[CH:34]/[CH3:35])[CH3:30].C([O-])(O)=O.[Na+].C1C=CC(P(C2C=CC=CC=2)CCCP(C2C=CC=CC=2)C2C=CC=CC=2)=CC=1.[Li+].[Br-].CC1(C)OC(COC2C=CC(C(C3C=CC(OS(C(F)(F)F)(=O)=O)=C(C)C=3)(CC)CC)=CC=2C)CO1.[NH4+].[Cl-]. The catalyst is CN(C=O)C. The product is [CH2:29]([O:31][C:32](=[O:36])/[CH:33]=[C:34](/[C:9]1[CH:10]=[CH:11][C:6]([C:3]([CH2:1][CH3:2])([C:14]2[CH:19]=[CH:18][C:17]([OH:20])=[C:16]([CH3:28])[CH:15]=2)[CH2:4][CH3:5])=[CH:7][C:8]=1[CH3:13])\[CH3:35])[CH3:30]. The yield is 0.280. (2) No catalyst specified. The product is [Br:14][C:15]1[CH:16]=[C:17]([N:1]2[C:5]3=[N:6][CH:7]=[CH:8][CH:9]=[C:4]3[C:3]([C:10]([O:12][CH3:13])=[O:11])=[N:2]2)[CH:18]=[C:19]([CH3:21])[CH:20]=1. The yield is 0.570. The reactants are [NH:1]1[C:5]2=[N:6][CH:7]=[CH:8][CH:9]=[C:4]2[C:3]([C:10]([O:12][CH3:13])=[O:11])=[N:2]1.[Br:14][C:15]1[CH:16]=[C:17](B(O)O)[CH:18]=[C:19]([CH3:21])[CH:20]=1. (3) The reactants are Br[CH:2]([CH3:12])[C:3]([C:5]1[CH:10]=[CH:9][CH:8]=[C:7]([Cl:11])[CH:6]=1)=[O:4].[NH2:13][C:14]([CH3:18])([CH3:17])[CH2:15][OH:16]. The catalyst is CO. The product is [Cl:11][C:7]1[CH:6]=[C:5]([C@@:3]2([OH:4])[O:16][CH2:15][C:14]([CH3:18])([CH3:17])[NH:13][C@@H:2]2[CH3:12])[CH:10]=[CH:9][CH:8]=1. The yield is 0.750. (4) The reactants are Br[C:2]1[CH:7]=[CH:6][C:5]([N:8]2[C:12](=[O:13])[N:11]([CH3:14])[N:10]=[C:9]2[CH2:15][C@@H:16]2[CH2:20][CH2:19][N:18]([C:21](=[O:24])[CH2:22][CH3:23])[CH2:17]2)=[C:4]([F:25])[CH:3]=1.B1(B2OC(C)(C)C(C)(C)O2)OC(C)(C)C(C)(C)O1.C([O-])(=O)C.[K+].Br[C:50]1[CH:59]=[C:58]2[C:53]([CH:54]=[C:55]([CH3:60])[CH:56]=[N:57]2)=[CH:52][CH:51]=1.C(=O)([O-])[O-].[K+].[K+].Cl. The catalyst is C1C=CC(P(C2C=CC=CC=2)[C-]2C=CC=C2)=CC=1.C1C=CC(P(C2C=CC=CC=2)[C-]2C=CC=C2)=CC=1.Cl[Pd]Cl.[Fe+2].C(Cl)Cl.C(#N)C.O1CCOCC1. The product is [F:25][C:4]1[CH:3]=[C:2]([C:50]2[CH:59]=[C:58]3[C:53]([CH:54]=[C:55]([CH3:60])[CH:56]=[N:57]3)=[CH:52][CH:51]=2)[CH:7]=[CH:6][C:5]=1[N:8]1[C:12](=[O:13])[N:11]([CH3:14])[N:10]=[C:9]1[CH2:15][C@@H:16]1[CH2:20][CH2:19][N:18]([C:21](=[O:24])[CH2:22][CH3:23])[CH2:17]1. The yield is 0.640. (5) The reactants are [CH2:1]([O:8][N:9]1[C:15](=[O:16])[N:14]2[CH2:17][C@H:10]1[CH2:11][CH2:12][C@H:13]2[C:18]([OH:20])=O)[C:2]1[CH:7]=[CH:6][CH:5]=[CH:4][CH:3]=1.[NH2:21][O:22][CH2:23][C:24]([O:26][C:27]([CH3:30])([CH3:29])[CH3:28])=[O:25].ON1C2C=CC=CC=2N=N1.Cl.C(N=C=NCCCN(C)C)C. The catalyst is C(Cl)Cl. The product is [C:27]([O:26][C:24](=[O:25])[CH2:23][O:22][NH:21][C:18]([C@@H:13]1[CH2:12][CH2:11][C@@H:10]2[CH2:17][N:14]1[C:15](=[O:16])[N:9]2[O:8][CH2:1][C:2]1[CH:3]=[CH:4][CH:5]=[CH:6][CH:7]=1)=[O:20])([CH3:30])([CH3:29])[CH3:28]. The yield is 0.790. (6) The reactants are [Li+].[OH-].[CH2:3]([N:10]1[CH:15]=[CH:14][N:13]=[C:12]([C:16]([O:18]C)=[O:17])[C:11]1=[O:20])[C:4]1[CH:9]=[CH:8][CH:7]=[CH:6][CH:5]=1.Cl. The catalyst is C1COCC1.CO. The product is [CH2:3]([N:10]1[CH:15]=[CH:14][N:13]=[C:12]([C:16]([OH:18])=[O:17])[C:11]1=[O:20])[C:4]1[CH:5]=[CH:6][CH:7]=[CH:8][CH:9]=1. The yield is 0.820. (7) The reactants are [NH2:1][S:2]([C:5]1[CH:6]=[CH:7][C:8]([NH:14][NH2:15])=[C:9]([CH:13]=1)[C:10]([OH:12])=[O:11])(=[O:4])=[O:3].CO[CH2:18]/[C:19](=[N:21]/[C:22](=O)[CH2:23][C:24]1[CH:29]=[CH:28][CH:27]=[CH:26][CH:25]=1)/C. No catalyst specified. The product is [NH2:1][S:2]([C:5]1[CH:6]=[CH:7][C:8]([N:14]2[C:22]([CH2:23][C:24]3[CH:29]=[CH:28][CH:27]=[CH:26][CH:25]=3)=[N:21][C:19]([CH3:18])=[N:15]2)=[C:9]([CH:13]=1)[C:10]([OH:12])=[O:11])(=[O:4])=[O:3]. The yield is 0.840. (8) The reactants are [OH:1][C@H:2]([C:20]1[CH:21]=[CH:22][C:23]([NH:26]C(=O)C)=[N:24][CH:25]=1)[CH2:3][NH:4][CH2:5][CH2:6][O:7][C:8]1[CH:13]=[CH:12][C:11]([C:14]2[N:15]=[C:16]([CH3:19])[S:17][CH:18]=2)=[CH:10][CH:9]=1.[OH-].[Na+]. The catalyst is C(O)C.O. The product is [NH2:26][C:23]1[N:24]=[CH:25][C:20]([C@@H:2]([OH:1])[CH2:3][NH:4][CH2:5][CH2:6][O:7][C:8]2[CH:13]=[CH:12][C:11]([C:14]3[N:15]=[C:16]([CH3:19])[S:17][CH:18]=3)=[CH:10][CH:9]=2)=[CH:21][CH:22]=1. The yield is 0.740. (9) The product is [N:28]1[CH:33]=[C:32]([C:2]2[N:10]=[CH:9][C:8]3[NH:7][C:6]4[N:11]=[CH:12][C:13]([C:15]5[CH:16]=[CH:17][C:18]([CH2:21][N:22]6[CH2:23][CH2:24][CH2:25][CH2:26][CH2:27]6)=[CH:19][CH:20]=5)=[CH:14][C:5]=4[C:4]=3[CH:3]=2)[CH:31]=[N:30][CH:29]=1. The catalyst is C(=O)([O-])[O-].[Na+].[Na+].C(#N)C.C(Cl)Cl.CO. The yield is 0.230. The reactants are Cl[C:2]1[N:10]=[CH:9][C:8]2[NH:7][C:6]3[N:11]=[CH:12][C:13]([C:15]4[CH:20]=[CH:19][C:18]([CH2:21][N:22]5[CH2:27][CH2:26][CH2:25][CH2:24][CH2:23]5)=[CH:17][CH:16]=4)=[CH:14][C:5]=3[C:4]=2[CH:3]=1.[N:28]1[CH:33]=[C:32](B(O)O)[CH:31]=[N:30][CH:29]=1. (10) The reactants are [Cl:1][C:2]1[CH:10]=[CH:9][C:8]2[NH:7][C:6]3[CH2:11][CH2:12][N:13]([CH3:15])[CH2:14][C:5]=3[C:4]=2[CH:3]=1.[OH-].[K+].Br[CH2:19][CH2:20][C:21]1[CH:26]=[CH:25][C:24]([O:27][CH3:28])=[CH:23][CH:22]=1. The catalyst is CN1CCCC1=O.O. The product is [Cl:1][C:2]1[CH:10]=[CH:9][C:8]2[N:7]([CH2:19][CH2:20][C:21]3[CH:26]=[CH:25][C:24]([O:27][CH3:28])=[CH:23][CH:22]=3)[C:6]3[CH2:11][CH2:12][N:13]([CH3:15])[CH2:14][C:5]=3[C:4]=2[CH:3]=1. The yield is 0.0600.